From a dataset of Catalyst prediction with 721,799 reactions and 888 catalyst types from USPTO. Predict which catalyst facilitates the given reaction. Reactant: [CH3:1][O:2][C:3]1[C:14]2[CH2:13][CH:12]3[CH2:15][CH:8]([CH2:9][NH:10][CH2:11]3)[C:7]=2[CH:6]=[CH:5][N:4]=1.[C:16](O[C:16]([O:18][C:19]([CH3:22])([CH3:21])[CH3:20])=[O:17])([O:18][C:19]([CH3:22])([CH3:21])[CH3:20])=[O:17]. Product: [C:19]([O:18][C:16]([N:10]1[CH2:9][CH:8]2[CH2:15][CH:12]([CH2:13][C:14]3[C:3]([O:2][CH3:1])=[N:4][CH:5]=[CH:6][C:7]=32)[CH2:11]1)=[O:17])([CH3:22])([CH3:21])[CH3:20]. The catalyst class is: 46.